This data is from Full USPTO retrosynthesis dataset with 1.9M reactions from patents (1976-2016). The task is: Predict the reactants needed to synthesize the given product. Given the product [N:1]([CH2:4][CH:5]1[O:10][C:9]2[C:11]([C:20]3[CH:21]=[CH:22][C:17]([Cl:16])=[CH:18][C:19]=3[CH3:26])=[CH:12][CH:13]=[CH:14][C:8]=2[NH:7][CH2:6]1)=[N+:2]=[N-:3], predict the reactants needed to synthesize it. The reactants are: [N:1]([CH2:4][CH:5]1[O:10][C:9]2[C:11](Br)=[CH:12][CH:13]=[CH:14][C:8]=2[NH:7][CH2:6]1)=[N+:2]=[N-:3].[Cl:16][C:17]1[CH:22]=[CH:21][C:20](B(O)O)=[C:19]([CH3:26])[CH:18]=1.